Dataset: Forward reaction prediction with 1.9M reactions from USPTO patents (1976-2016). Task: Predict the product of the given reaction. (1) Given the reactants [CH2:1]1[O:5][C:4]2[CH:6]=[C:7]([CH:10](O)[C:11]([C:13]3[CH:18]=[CH:17][C:16]4[O:19][CH2:20][O:21][C:15]=4[CH:14]=3)=[O:12])[CH:8]=[CH:9][C:3]=2[O:2]1.Cl.[CH2:24]([NH2:26])[CH3:25], predict the reaction product. The product is: [O:19]1[C:16]2[CH:17]=[CH:18][C:13]([C:11]([CH:10]([C:7]3[CH:8]=[CH:9][C:3]4[O:2][CH2:1][O:5][C:4]=4[CH:6]=3)[NH:26][CH2:24][CH3:25])=[O:12])=[CH:14][C:15]=2[O:21][CH2:20]1. (2) Given the reactants [NH2:1][C:2]1[CH:10]=[C:9]([F:11])[CH:8]=[C:7]([F:12])[C:3]=1[C:4]([NH2:6])=[O:5].[CH3:13][C:14]1[CH:15]=[C:16]([CH:19]=[C:20]([CH3:30])[C:21]=1[O:22][CH2:23][CH2:24][N:25]1[CH2:29][CH2:28][CH2:27][CH2:26]1)[CH:17]=O.S([O-])(O)=O.[Na+].O.C1(C)C=CC(S(O)(=O)=O)=CC=1, predict the reaction product. The product is: [CH3:30][C:20]1[CH:19]=[C:16]([C:17]2[NH:6][C:4](=[O:5])[C:3]3[C:2](=[CH:10][C:9]([F:11])=[CH:8][C:7]=3[F:12])[N:1]=2)[CH:15]=[C:14]([CH3:13])[C:21]=1[O:22][CH2:23][CH2:24][N:25]1[CH2:29][CH2:28][CH2:27][CH2:26]1. (3) Given the reactants [Cl:1][C:2]1[CH:3]=[C:4]([NH:16][C:17]2[C:18]3[C:25]4[CH:26]=[CH:27][C:28]([CH2:30][C:31](O)=[O:32])=[CH:29][C:24]=4[S:23][C:19]=3[N:20]=[CH:21][N:22]=2)[CH:5]=[CH:6][C:7]=1[O:8][CH2:9][C:10]1[CH:15]=[CH:14][CH:13]=[CH:12][N:11]=1.C1C=CC2N(O)N=NC=2C=1.CCN=C=NCCCN(C)C.[NH:55]1[CH2:60][CH2:59][O:58][CH2:57][CH2:56]1, predict the reaction product. The product is: [Cl:1][C:2]1[CH:3]=[C:4]([NH:16][C:17]2[C:18]3[C:25]4[CH:26]=[CH:27][C:28]([CH2:30][C:31]([N:55]5[CH2:60][CH2:59][O:58][CH2:57][CH2:56]5)=[O:32])=[CH:29][C:24]=4[S:23][C:19]=3[N:20]=[CH:21][N:22]=2)[CH:5]=[CH:6][C:7]=1[O:8][CH2:9][C:10]1[CH:15]=[CH:14][CH:13]=[CH:12][N:11]=1. (4) Given the reactants [Cl:1][C:2]1[CH:7]=[CH:6][C:5]([C:8]2[N:9]([CH2:23][C@H:24]([OH:29])[C:25]([F:28])([F:27])[F:26])[C:10](=[O:22])[N:11]([CH2:13][C:14]3[N:18]=[C:17]([CH:19]([OH:21])[CH3:20])[NH:16][N:15]=3)[N:12]=2)=[CH:4][CH:3]=1.[Cl:30][C:31]1[CH:32]=[C:33](B(O)O)[CH:34]=[C:35]([Cl:37])[CH:36]=1, predict the reaction product. The product is: [Cl:1][C:2]1[CH:3]=[CH:4][C:5]([C:8]2[N:9]([CH2:23][C@H:24]([OH:29])[C:25]([F:26])([F:28])[F:27])[C:10](=[O:22])[N:11]([CH2:13][C:14]3[N:18]=[C:17]([CH:19]([OH:21])[CH3:20])[N:16]([C:33]4[CH:32]=[C:31]([Cl:30])[CH:36]=[C:35]([Cl:37])[CH:34]=4)[N:15]=3)[N:12]=2)=[CH:6][CH:7]=1. (5) Given the reactants C([Mg]Br)C.[CH:5]1([CH2:8][CH3:9])[CH2:7][CH2:6]1.[N:10]([C:13]1[S:14][C:15]2[CH2:16][CH2:17][O:18][C:19]3[CH:26]=[C:25]([Br:27])[CH:24]=[CH:23][C:20]=3[C:21]=2[N:22]=1)=[N+:11]=[N-:12], predict the reaction product. The product is: [Br:27][C:25]1[CH:24]=[CH:23][C:20]2[C:21]3[N:22]=[C:13]([N:10]4[C:8]([CH:5]5[CH2:7][CH2:6]5)=[CH:9][N:12]=[N:11]4)[S:14][C:15]=3[CH2:16][CH2:17][O:18][C:19]=2[CH:26]=1. (6) Given the reactants [CH3:1][C:2]1[CH:3]=[C:4]([O:13][C:14]2[C:19]([NH2:20])=[CH:18][CH:17]=[CH:16][N:15]=2)[N:5]([C:7]2[CH:12]=[CH:11][CH:10]=[CH:9][CH:8]=2)[N:6]=1.[C:21]([C:25]1[CH:30]=[CH:29][C:28]([N:31]=[C:32]=[O:33])=[CH:27][CH:26]=1)([CH3:24])([CH3:23])[CH3:22], predict the reaction product. The product is: [C:21]([C:25]1[CH:30]=[CH:29][C:28]([NH:31][C:32]([NH:20][C:19]2[C:14]([O:13][C:4]3[N:5]([C:7]4[CH:8]=[CH:9][CH:10]=[CH:11][CH:12]=4)[N:6]=[C:2]([CH3:1])[CH:3]=3)=[N:15][CH:16]=[CH:17][CH:18]=2)=[O:33])=[CH:27][CH:26]=1)([CH3:24])([CH3:22])[CH3:23]. (7) Given the reactants [CH:1]([C:3]1[C:4]([C:9]([O:11][CH3:12])=[O:10])=[N:5][CH:6]=[CH:7][CH:8]=1)=[CH2:2], predict the reaction product. The product is: [CH2:1]([C:3]1[C:4]([C:9]([O:11][CH3:12])=[O:10])=[N:5][CH:6]=[CH:7][CH:8]=1)[CH3:2].